From a dataset of Catalyst prediction with 721,799 reactions and 888 catalyst types from USPTO. Predict which catalyst facilitates the given reaction. Reactant: [Cl:1][C:2]1[CH:7]=[CH:6][CH:5]=[C:4]([F:8])[C:3]=1[C:9]1[C:13]([C:14]([OH:16])=[O:15])=[C:12]([C:17]2[CH:18]=[N:19][N:20]([C:26]3[CH:27]=[N:28][CH:29]=[CH:30][CH:31]=3)[C:21]=2[C:22]([F:25])([F:24])[F:23])[O:11][N:10]=1.S(Cl)(Cl)=O.[CH3:36]O. Product: [Cl:1][C:2]1[CH:7]=[CH:6][CH:5]=[C:4]([F:8])[C:3]=1[C:9]1[C:13]([C:14]([O:16][CH3:36])=[O:15])=[C:12]([C:17]2[CH:18]=[N:19][N:20]([C:26]3[CH:27]=[N:28][CH:29]=[CH:30][CH:31]=3)[C:21]=2[C:22]([F:25])([F:23])[F:24])[O:11][N:10]=1. The catalyst class is: 4.